The task is: Predict which catalyst facilitates the given reaction.. This data is from Catalyst prediction with 721,799 reactions and 888 catalyst types from USPTO. (1) Reactant: Br[C:2]1[CH:7]=[CH:6][CH:5]=[C:4]([Br:8])[N:3]=1.C(N(CC)CC)C.[NH:16]1[CH2:21][CH2:20][O:19][CH2:18][CH2:17]1.O. Product: [Br:8][C:4]1[N:3]=[C:2]([N:16]2[CH2:21][CH2:20][O:19][CH2:18][CH2:17]2)[CH:7]=[CH:6][CH:5]=1. The catalyst class is: 16. (2) Reactant: [CH2:1]([N:4]([CH2:8][C:9]1[CH:10]=[C:11]([CH:13]=[CH:14][CH:15]=1)[NH2:12])[CH2:5][CH2:6][CH3:7])[CH2:2][CH3:3].[NH:16]1[CH:20]=[CH:19][N:18]=[C:17]1[CH2:21][N:22]([CH2:29][C:30]1[CH:38]=[CH:37][C:33]([C:34](O)=[O:35])=[CH:32][CH:31]=1)[CH2:23][C:24]1[NH:25][CH:26]=[CH:27][N:28]=1.C1C=CC2N(O)N=NC=2C=1.N=C=N. Product: [NH:16]1[CH:20]=[CH:19][N:18]=[C:17]1[CH2:21][N:22]([CH2:29][C:30]1[CH:38]=[CH:37][C:33]([C:34]([NH:12][C:11]2[CH:13]=[CH:14][CH:15]=[C:9]([CH2:8][N:4]([CH2:5][CH2:6][CH3:7])[CH2:1][CH2:2][CH3:3])[CH:10]=2)=[O:35])=[CH:32][CH:31]=1)[CH2:23][C:24]1[NH:28][CH:27]=[CH:26][N:25]=1. The catalyst class is: 3. (3) The catalyst class is: 2. Product: [NH2:1][C:2]1[C:7]([C:8]#[N:9])=[C:6]([C:10]2[CH:15]=[CH:14][CH:13]=[CH:12][CH:11]=2)[N:5]=[C:4]([NH:16][C:28](=[O:29])[CH2:27][C:20]2[CH:21]=[C:22]([O:25][CH3:26])[CH:23]=[CH:24][C:19]=2[O:17][CH3:18])[CH:3]=1. Reactant: [NH2:1][C:2]1[C:7]([C:8]#[N:9])=[C:6]([C:10]2[CH:15]=[CH:14][CH:13]=[CH:12][CH:11]=2)[N:5]=[C:4]([NH2:16])[CH:3]=1.[O:17]([C:19]1[CH:24]=[CH:23][C:22]([O:25][CH3:26])=[CH:21][C:20]=1[CH2:27][C:28](Cl)=[O:29])[CH3:18].N1C=CC=CC=1. (4) Reactant: [N+:1]([C:4]1[CH:5]=[C:6]2[C:11](=[CH:12][CH:13]=1)[NH:10][C:9](=[O:14])[CH2:8][CH2:7]2)([O-:3])=[O:2].[H-].[Na+].I[CH3:18]. Product: [CH3:18][N:10]1[C:11]2[C:6](=[CH:5][C:4]([N+:1]([O-:3])=[O:2])=[CH:13][CH:12]=2)[CH2:7][CH2:8][C:9]1=[O:14]. The catalyst class is: 56. (5) Reactant: [CH2:1]([N:8]1[CH2:13][CH2:12][C@@H:11]([NH:14][C:15](=[O:21])[O:16][C:17]([CH3:20])([CH3:19])[CH3:18])[C@H:10]([CH2:22][OH:23])[CH2:9]1)[C:2]1[CH:7]=[CH:6][CH:5]=[CH:4][CH:3]=1.[F:24][CH:25]([F:34])[O:26][C:27]1[CH:32]=[CH:31][C:30](O)=[CH:29][CH:28]=1.C1CCN(C(N=NC(N2CCCCC2)=O)=O)CC1.P(CCCC)(CCCC)CCCC. Product: [CH2:1]([N:8]1[CH2:13][CH2:12][C@@H:11]([NH:14][C:15](=[O:21])[O:16][C:17]([CH3:18])([CH3:19])[CH3:20])[C@H:10]([CH2:22][O:23][C:30]2[CH:31]=[CH:32][C:27]([O:26][CH:25]([F:34])[F:24])=[CH:28][CH:29]=2)[CH2:9]1)[C:2]1[CH:3]=[CH:4][CH:5]=[CH:6][CH:7]=1. The catalyst class is: 93. (6) Reactant: [F:1][C:2]1[CH:23]=[CH:22][CH:21]=[C:20]([F:24])[C:3]=1[CH2:4][O:5][C:6]1[N:11]2[N:12]=[C:13]([CH3:18])[C:14]([C:15](O)=[O:16])=[C:10]2[CH:9]=[C:8]([CH3:19])[CH:7]=1.CN(C(ON1N=NC2C=CC=CC1=2)=[N+](C)C)C.[B-](F)(F)(F)F.CN1CCOCC1.[NH2:54][C@H:55]([CH2:64][CH:65]([CH3:67])[CH3:66])[CH2:56][C:57]([O:59][C:60]([CH3:63])([CH3:62])[CH3:61])=[O:58].C(O)(C(F)(F)F)=O. Product: [F:24][C:20]1[CH:21]=[CH:22][CH:23]=[C:2]([F:1])[C:3]=1[CH2:4][O:5][C:6]1[N:11]2[N:12]=[C:13]([CH3:18])[C:14]([C:15]([NH:54][C@H:55]([CH2:64][CH:65]([CH3:67])[CH3:66])[CH2:56][C:57]([O:59][C:60]([CH3:61])([CH3:62])[CH3:63])=[O:58])=[O:16])=[C:10]2[CH:9]=[C:8]([CH3:19])[CH:7]=1. The catalyst class is: 18. (7) Reactant: [CH3:1][S-:2].[Na+].CC(N(C)C)=O.[Br:10][C:11]1[C:12]([CH3:25])=[C:13]([CH3:24])[C:14]2[O:18][C:17]([CH2:20]I)([CH3:19])[CH2:16][C:15]=2[C:22]=1[CH3:23].O. Product: [Br:10][C:11]1[C:12]([CH3:25])=[C:13]([CH3:24])[C:14]2[O:18][C:17]([CH3:19])([CH2:20][S:2][CH3:1])[CH2:16][C:15]=2[C:22]=1[CH3:23]. The catalyst class is: 13. (8) Reactant: C(O[C:5](=[O:7])[CH3:6])(=O)C.[Br:8][C:9]1[CH:14]=C[C:12]([S:15]([NH:18][C:19]([CH3:22])([CH3:21])[CH3:20])(=[O:17])=[O:16])=[C:11](C)[CH:10]=1. Product: [Br:8][C:9]1[CH:10]=[CH:11][C:12]2[S:15](=[O:17])(=[O:16])[N:18]([C:19]([CH3:21])([CH3:20])[CH3:22])[C:5](=[O:7])[C:6]=2[CH:14]=1. The catalyst class is: 10.